Dataset: Reaction yield outcomes from USPTO patents with 853,638 reactions. Task: Predict the reaction yield, written as a fraction of the theoretical maximum amount of product (1.0 means a 100% yield; for example, 0.34 means a 34% yield). (1) The catalyst is C1COCC1. The reactants are C1(C(C2C=CC=CC=2)([C@H]2CCCN2)O)C=CC=CC=1.[OH:20][C:21]1[CH:22]=[C:23]2[C:28](=[CH:29][CH:30]=1)[C:27]([C:31]([C:33]1[CH:38]=[CH:37][C:36]([O:39][CH2:40][CH2:41][N:42]3[CH2:47][CH2:46][CH2:45][CH2:44][CH2:43]3)=[CH:35][CH:34]=1)=[O:32])=[C:26]([C:48]1[CH:53]=[C:52]([F:54])[CH:51]=[C:50]([F:55])[C:49]=1[F:56])[CH:25]=[CH:24]2.B.C(CN)O.[Cl-].[NH4+]. The product is [OH:32][CH:31]([C:33]1[CH:34]=[CH:35][C:36]([O:39][CH2:40][CH2:41][N:42]2[CH2:47][CH2:46][CH2:45][CH2:44][CH2:43]2)=[CH:37][CH:38]=1)[C:27]1[C:26]([C:48]2[CH:53]=[C:52]([F:54])[CH:51]=[C:50]([F:55])[C:49]=2[F:56])=[CH:25][CH:24]=[C:23]2[C:28]=1[CH:29]=[CH:30][C:21]([OH:20])=[CH:22]2. The yield is 0.510. (2) The reactants are [H-].[Na+].[Si:3]([O:10][C@@H:11]1[C@H:15]([CH2:16][O:17][Si:18]([C:21]([CH3:24])([CH3:23])[CH3:22])([CH3:20])[CH3:19])[CH2:14][C@@H:13]([OH:25])[CH2:12]1)([C:6]([CH3:9])([CH3:8])[CH3:7])([CH3:5])[CH3:4].[Cl:26][C:27]1[C:32]([F:33])=[C:31](Cl)[N:30]=[CH:29][N:28]=1. The catalyst is C1COCC1. The product is [Si:3]([O:10][C@@H:11]1[C@H:15]([CH2:16][O:17][Si:18]([C:21]([CH3:24])([CH3:23])[CH3:22])([CH3:19])[CH3:20])[CH2:14][C@@H:13]([O:25][C:31]2[C:32]([F:33])=[C:27]([Cl:26])[N:28]=[CH:29][N:30]=2)[CH2:12]1)([C:6]([CH3:9])([CH3:8])[CH3:7])([CH3:5])[CH3:4]. The yield is 0.790.